From a dataset of B-cell epitopes from IEDB database with 3,159 antigens for binding position prediction. Token-level Classification. Given an antigen amino acid sequence, predict which amino acid positions are active epitope sites capable of antibody binding. Output is a list of indices for active positions. (1) Given the antigen sequence: MKFAIVLIACFAASVLAQEHKPKKDDFRNEFDHLLIEQANHAIEKGEHQLLYLQHQLDELNENKSKELQEKIIRELDVVCAMIEGAQGALERELKRTDLNILERFNYEEAQTLSKILLKDLKETEQKVKDIQTQ, which amino acid positions are active epitope sites? The epitope positions are: [87, 88, 89, 90, 91, 92, 93, 94, 95, 96, 97, 98, 99, 100]. The amino acids at these positions are: GALERELKRTDLNI. (2) The epitope positions are: [84, 85, 86, 87, 88, 89, 90, 91, 92, 93, 94, 95, 96, 97, 98, 99, 100, 101]. The amino acids at these positions are: AEYYNKQYLEQTRAELDT. Given the antigen sequence: MALQIPSLLLSAAVVVLMVLSSPGTEGGDSERHFVFQFKGECYFTNGTQRIRSVDRYIYNREEYLRFDSDVGEYRAVTELGRPDAEYYNKQYLEQTRAELDTVCRHNYEGVETHTSLRRLEQPNVVISLSRTEALNHHNTLVCSVTDFYPAKIKVRWFRNGQEETVGVSSTQLISNGDWTFQVLVMLEMTPRRGEVYTCHVEHPSLKSPITVEWRAQSESARSKMLSGIGGCVLGVIFLGLGLFIRHRSQKGPRGPPPAGLLQ, which amino acid positions are active epitope sites? (3) Given the antigen sequence: MGQIVTFFQEVPHVIEEVMNIVLIALSVLAVLKGLYNFATCGLVGLVTFLLLCGRSCTTSLYKGVYELQTLELNMETLNMTMPLSCTKNNSHHYIMVGNETGLELTLTNTSIINHKFCNLSDAHKKNLYDHALMSIISTFHLSIPNFNQYEAMSCDFNGGKISVQYNLSHSYAGDAANHCGTVANGVLQTFMRMAWGGSYIALDSGRGNWDCIMTSYQYLIIQNTTWEDHCQFSRPSPIGYLGLLSQRTRDIYISRRLLGTFTWTLSDSEGKDTPGGYCLTRWMLIEAELKCFGNTAVAKCNEKHDEEFCDMLRLFDFNKQAIQRLKAEAQMSIQLINKAVNALINDQLIMKNHLRDIMGIPYCNYSKYWYLNHTTTGRTSLPKCWLVSNGSYLNETHFSDDIEQQADNMITEMLQKEYMERQGKTPLGLVDLFVFSTSFYLISIFLHLVKIPTHRHIVGKSCPKPHRLNHMGICSCGLYKQPGVPVKWKR, which amino acid positions are active epitope sites? The epitope positions are: [360, 361, 362, 363, 364, 365, 366, 367, 368, 369, 370, 371, 372, 373, 374]. The amino acids at these positions are: IPYCNYSKYWYLNHT. (4) Given the antigen sequence: MALSKVKLNDTLNKDQLLSSSKYTIQRSTGDSIDTPNYDVQKHINKLCGMLLITEDANHKFTGLIGMLYAMSRLGREDTIKILRDAGYHVKANGVDVTTHRQDINGKEMKFEVLTLASLTTEIQINIEIESRKSYKKMLKEMGEVAPEYRHDSPDCGMIILCIAALVITKLAAGDRSGLTAVIRRANNVLKNEMKRYKGLLPKDIANSFYEVFEKHPHFIDVFVHFGIAQSSTRGGSRVEGIFAGLFMNAYGAGQVMLRWGVLAKSVKNIMLGHASVQAEMEQVVEVYEYAQKLGGEAGFYHILNNPKASLLSLTQFPHFSSVVLGNAAGLGIMGEYRGTPRNQDLYDAAKAYAEQLKENGVINYSVLDLTAEELEAIKHQLNPKDNDVEL, which amino acid positions are active epitope sites? The epitope positions are: [380, 381, 382, 383, 384, 385, 386, 387, 388, 389, 390]. The amino acids at these positions are: QLNPKDNDVEL. (5) Given the antigen sequence: MAQVQQLTPAQQAALRNQQAMAANLQARQIVLQQSYPVIQQVETQTFDPANRSVFDVTPANVGIVKGFLVKVTAAITNNHATEAVALTDFGPANLVQRVIYYDPDNQRHTETSGWHLHFVNTAKQGAPFLSSMVTDSPIKYGDVMNVIDAPATIAAGATGELTMYYWVPLAYSETDLTGAVLANVPQSKQRLKLEFANNNTAFAAVGANPLEAIYQGAGAADCEFEEISYTVYQSYLDQLPVGQNGYILPLIDLSTLYNLENSAQAGLTPNVDFVVQYANLYRYLSTIAVFDNGGSFNAGTDINYLSQRTANFSDTRKLDPKTWAAQTRRRIATDFPKGVYYCDNRDKPIYTLQYGNVGFVVNPKTVNQNARLLMGYEYFTSRTELVNAGTISTT, which amino acid positions are active epitope sites? The epitope positions are: [158, 159, 160, 161, 162, 163, 164, 165, 166, 167]. The amino acids at these positions are: TGELTMYYWV. (6) Given the antigen sequence: MVSQRSLLLLLLLTLRDVDSCQGPELVRELVLAKVKALFLDALGPPAMDGEGGDPGIRRLPRRHAVGGFMHRTSEPEEEDVSQAILFPATGATCEDQPAARGLAQEAEEGLFTYVFRPSQHIRSHQVTSAQLWFHTGLGRKSTAAANSSAPLLDLLVLSSGGPMAVPVSLGQGPPRWAVLHLAASAFPLLTHPILVLLLRCPLCSCSGRPETTPFLVAHTRARAPSAGERARRSTPSVPWPWSPAALRLLQRPPEEPAAHAFCHRAALNISFQELGWDRWIVHPPSFIFHYCHGSCGMPTSDLPLPVPGVPPTPVQPLFLVPGAKPCCAALPGSMRSLRVRTTSDGGYSFKYEMVPNLITQHCACI, which amino acid positions are active epitope sites? The epitope positions are: [214, 215, 216, 217, 218, 219, 220, 221, 222, 223, 224, 225, 226, 227, 228, 229, 230, 231, 232, 233]. The amino acids at these positions are: FLVAHTRARAPSAGERARRS. (7) Given the antigen sequence: MTKLIERNTTIPAKKSQIFTTYADNQPGVLIQVYEGERALTKDNNLLGKFHLDGIPPAPRKVPQIEVTFDIDANGILNVTAVEKSTGKQNHITITNDKGRLSQDEIDRMVNDAEKYKAEDEENRKRIEARNSLENYCYGVKSSLEDQKIKEKLQPAEIETCMKTITTILEWLEKNQLAGKDEYEAKQKEAESVCAPIMSKIYQDAAGAAGGMPGGMPGGMPGGMPGGMNFPGGMPGAGMPGNAPAGSGPTVEEVD, which amino acid positions are active epitope sites? The epitope positions are: [211, 212, 213, 214, 215, 216, 217, 218, 219, 220, 221, 222, 223, 224, 225, 226]. The amino acids at these positions are: MPGGMPGGMPGGMPGG.